Dataset: Forward reaction prediction with 1.9M reactions from USPTO patents (1976-2016). Task: Predict the product of the given reaction. (1) Given the reactants [CH:1]1([CH2:4][C:5]([OH:7])=O)[CH2:3][CH2:2]1.Cl.[CH3:9][N:10]1[CH2:15][CH2:14][N:13]([C:16]2[CH:21]=[C:20]([C:22]3[CH:31]=[C:30]4[C:25]([CH2:26][CH2:27][NH:28][CH2:29]4)=[CH:24][CH:23]=3)[N:19]=[C:18]([NH2:32])[N:17]=2)[CH2:12][CH2:11]1, predict the reaction product. The product is: [CH:1]1([CH2:4][C:5]([N:28]2[CH2:27][CH2:26][C:25]3[C:30](=[CH:31][C:22]([C:20]4[CH:21]=[C:16]([N:13]5[CH2:12][CH2:11][N:10]([CH3:9])[CH2:15][CH2:14]5)[N:17]=[C:18]([NH2:32])[N:19]=4)=[CH:23][CH:24]=3)[CH2:29]2)=[O:7])[CH2:2][CH2:3]1. (2) Given the reactants [Cl:1][C:2]1[CH:7]=[CH:6][C:5]([NH:8][C:9](=[O:30])[C:10]2[CH:15]=[CH:14][C:13]([O:16][Si:17]([CH:24]([CH3:26])[CH3:25])([CH:21]([CH3:23])[CH3:22])[CH:18]([CH3:20])[CH3:19])=[CH:12][C:11]=2[N+:27]([O-])=O)=[CH:4][CH:3]=1.O.O.[Sn](Cl)Cl, predict the reaction product. The product is: [NH2:27][C:11]1[CH:12]=[C:13]([O:16][Si:17]([CH:21]([CH3:23])[CH3:22])([CH:24]([CH3:26])[CH3:25])[CH:18]([CH3:19])[CH3:20])[CH:14]=[CH:15][C:10]=1[C:9]([NH:8][C:5]1[CH:4]=[CH:3][C:2]([Cl:1])=[CH:7][CH:6]=1)=[O:30]. (3) Given the reactants Cl[CH2:2][CH2:3][O:4][C:5]1[CH:6]=[C:7]2[C:11](=[CH:12][CH:13]=1)[N:10]([CH2:14][C:15]1[CH:20]=[CH:19][CH:18]=[C:17]([O:21][CH3:22])[CH:16]=1)[C:9]([C:23]([O:25][CH2:26][CH3:27])=[O:24])=[C:8]2[C:28]1[CH:33]=[CH:32][C:31]([O:34][CH3:35])=[CH:30][CH:29]=1.[CH3:36][NH2:37], predict the reaction product. The product is: [CH3:22][O:21][C:17]1[CH:16]=[C:15]([CH:20]=[CH:19][CH:18]=1)[CH2:14][N:10]1[C:11]2[C:7](=[CH:6][C:5]([O:4][CH2:3][CH2:2][NH:37][CH3:36])=[CH:13][CH:12]=2)[C:8]([C:28]2[CH:29]=[CH:30][C:31]([O:34][CH3:35])=[CH:32][CH:33]=2)=[C:9]1[C:23]([O:25][CH2:26][CH3:27])=[O:24]. (4) The product is: [CH:1]1([N:6]2[CH2:12][C:11]([F:14])([F:13])[C:10](=[O:15])[N:9]([CH3:16])[C:8]3[CH:17]=[N:18][C:19]([NH:21][C:22]4[C:30]([F:31])=[CH:29][C:25]([C:26]([NH:76][CH:77]5[CH2:82][CH2:81][N:80]([CH3:83])[CH2:79][CH2:78]5)=[O:28])=[C:24]([F:32])[CH:23]=4)=[N:20][C:7]2=3)[CH2:2][CH2:3][CH2:4][CH2:5]1. Given the reactants [CH:1]1([N:6]2[CH2:12][C:11]([F:14])([F:13])[C:10](=[O:15])[N:9]([CH3:16])[C:8]3[CH:17]=[N:18][C:19]([NH:21][C:22]4[C:30]([F:31])=[CH:29][C:25]([C:26]([OH:28])=O)=[C:24]([F:32])[CH:23]=4)=[N:20][C:7]2=3)[CH2:5][CH2:4][CH2:3][CH2:2]1.ON1C2C=CC=CC=2N=N1.F[P-](F)(F)(F)(F)F.CN(C(N(C)C)=[N+]1C2C=CC=CC=2[N+]([O-])=N1)C.C(N(C(C)C)CC)(C)C.[NH2:76][CH:77]1[CH2:82][CH2:81][N:80]([CH3:83])[CH2:79][CH2:78]1, predict the reaction product. (5) Given the reactants [Cl:1][C:2]1[CH:7]=[CH:6][C:5]([S:8]([N:11]([CH2:18][C:19]2[CH:28]=[CH:27][C:22]([C:23]([O:25]C)=[O:24])=[CH:21][CH:20]=2)[C@H:12]([C@@H:15]([OH:17])[CH3:16])[CH2:13][OH:14])(=[O:10])=[O:9])=[CH:4][CH:3]=1.O.[OH-].[Li+], predict the reaction product. The product is: [Cl:1][C:2]1[CH:3]=[CH:4][C:5]([S:8]([N:11]([CH2:18][C:19]2[CH:20]=[CH:21][C:22]([C:23]([OH:25])=[O:24])=[CH:27][CH:28]=2)[C@H:12]([C@@H:15]([OH:17])[CH3:16])[CH2:13][OH:14])(=[O:10])=[O:9])=[CH:6][CH:7]=1. (6) Given the reactants [H-].[Na+].[OH:3][C:4]1[C:13]2[C:8](=[CH:9][CH:10]=[CH:11][CH:12]=2)[C:7]([CH:14]=[O:15])=[CH:6][CH:5]=1.I[CH2:17][CH2:18][CH3:19].[Cl-].[NH4+], predict the reaction product. The product is: [CH2:17]([O:3][C:4]1[C:13]2[C:8](=[CH:9][CH:10]=[CH:11][CH:12]=2)[C:7]([CH:14]=[O:15])=[CH:6][CH:5]=1)[CH2:18][CH3:19]. (7) Given the reactants [C:1]([C:3]1[CH:4]=[C:5]([N:9]([CH2:16][C:17]2[S:18][CH:19]=[CH:20][CH:21]=2)[C:10](=[O:15])[CH2:11][CH2:12][CH2:13][CH3:14])[CH:6]=[CH:7][CH:8]=1)#[N:2].[N-:22]=[N+:23]=[N-:24], predict the reaction product. The product is: [NH:22]1[C:1]([C:3]2[CH:4]=[C:5]([N:9]([CH2:16][C:17]3[S:18][CH:19]=[CH:20][CH:21]=3)[C:10](=[O:15])[CH2:11][CH2:12][CH2:13][CH3:14])[CH:6]=[CH:7][CH:8]=2)=[N:2][N:24]=[N:23]1. (8) Given the reactants [N:1]1[C:5]2[CH:6]=[CH:7][CH:8]=[CH:9][C:4]=2[NH:3][CH:2]=1.ClC1[N:12]=[C:13]([N:31]2[CH2:36][CH2:35][O:34][CH2:33][CH2:32]2)[C:14]2[S:19][C:18]([CH2:20][N:21]3[CH2:30][CH2:29][C:28]4[C:23](=[CH:24][CH:25]=[CH:26][CH:27]=4)[CH2:22]3)=[CH:17][C:15]=2[N:16]=1.NC1C=CC=CC=1N, predict the reaction product. The product is: [CH2:22]1[C:23]2[C:28](=[CH:27][CH:26]=[CH:25][CH:24]=2)[CH2:29][CH2:30][N:21]1[CH2:20][C:18]1[S:19][C:14]2[C:13]([N:31]3[CH2:32][CH2:33][O:34][CH2:35][CH2:36]3)=[N:12][C:2]([NH:3][C:4]3[C:5]([NH2:1])=[CH:6][CH:7]=[CH:8][CH:9]=3)=[N:16][C:15]=2[CH:17]=1.